This data is from Reaction yield outcomes from USPTO patents with 853,638 reactions. The task is: Predict the reaction yield, written as a fraction of the theoretical maximum amount of product (1.0 means a 100% yield; for example, 0.34 means a 34% yield). (1) The reactants are [CH2:1]([O:8][C:9]([O:11]N1C(=O)CCC1=O)=O)[C:2]1[CH:7]=[CH:6][CH:5]=[CH:4][CH:3]=1.[NH2:19][C@:20]1([C:35]([OH:37])=[O:36])[CH2:25][CH2:24][CH2:23][O:22][C@@H:21]1[CH2:26][NH:27][C:28]([O:30][C:31]([CH3:34])([CH3:33])[CH3:32])=[O:29].C(N(CC)CC)C.O. The catalyst is O1CCCC1.C(OCC)(=O)C. The product is [CH2:1]([O:8][C:9]([NH:19][C@:20]1([C:35]([OH:37])=[O:36])[CH2:25][CH2:24][CH2:23][O:22][C@@H:21]1[CH2:26][NH:27][C:28]([O:30][C:31]([CH3:33])([CH3:34])[CH3:32])=[O:29])=[O:11])[C:2]1[CH:3]=[CH:4][CH:5]=[CH:6][CH:7]=1. The yield is 0.660. (2) The reactants are O.O=[CH:3][C:4]([OH:6])=[O:5].[NH2:7][C:8]1[CH:12]=[CH:11][S:10][C:9]=1[C:13]([O:15][CH3:16])=[O:14].[CH3:17][O:18][C:19]1[N:24]=[CH:23][C:22](B(O)O)=[CH:21][CH:20]=1. The catalyst is C(#N)C. The product is [CH3:16][O:15][C:13]([C:9]1[S:10][CH:11]=[CH:12][C:8]=1[NH:7][CH:3]([C:22]1[CH:23]=[N:24][C:19]([O:18][CH3:17])=[CH:20][CH:21]=1)[C:4]([OH:6])=[O:5])=[O:14]. The yield is 1.00. (3) The reactants are Br[CH2:2][CH2:3][CH:4]=[CH2:5].[NH:6]1[CH2:11][CH2:10][CH2:9][CH2:8][CH2:7]1. No catalyst specified. The product is [N:6]1([CH2:7][CH2:8][CH:9]=[CH2:10])[CH2:11][CH2:5][CH2:4][CH2:3][CH2:2]1. The yield is 0.742.